This data is from Catalyst prediction with 721,799 reactions and 888 catalyst types from USPTO. The task is: Predict which catalyst facilitates the given reaction. (1) Reactant: [C:1]([O:5][C:6]([N:8]1[CH2:12][C@@H:11]([C:13]#[N:14])[C@H:10]([O:15]C(=O)C)[CH2:9]1)=[O:7])([CH3:4])([CH3:3])[CH3:2].N. Product: [C:1]([O:5][C:6]([N:8]1[CH2:9][C@@H:10]([OH:15])[C@H:11]([C:13]#[N:14])[CH2:12]1)=[O:7])([CH3:4])([CH3:2])[CH3:3]. The catalyst class is: 5. (2) Reactant: COC1C=C(OC)C=CC=1C[N:6]([C:32]1[CH:37]=[CH:36][N:35]=[CH:34][N:33]=1)[S:7]([C:10]1[CH:15]=[C:14]([F:16])[C:13]([O:17][C@H:18]2[CH2:22][C@H:21]([O:23][CH3:24])[CH2:20][C@@H:19]2[C:25]2[N:29]([CH3:30])[N:28]=[CH:27][CH:26]=2)=[CH:12][C:11]=1[F:31])(=[O:9])=[O:8].C([SiH](CC)CC)C.FC(F)(F)C(O)=O. Product: [F:31][C:11]1[CH:12]=[C:13]([O:17][C@H:18]2[CH2:22][C@H:21]([O:23][CH3:24])[CH2:20][C@@H:19]2[C:25]2[N:29]([CH3:30])[N:28]=[CH:27][CH:26]=2)[C:14]([F:16])=[CH:15][C:10]=1[S:7]([NH:6][C:32]1[CH:37]=[CH:36][N:35]=[CH:34][N:33]=1)(=[O:8])=[O:9]. The catalyst class is: 4. (3) Reactant: [Cl:1][C:2]1[C:7]([C:8]2[CH:13]=[CH:12][CH:11]=[C:10]([CH:14]=O)[CH:9]=2)=[CH:6][C:5]([CH2:16][NH:17][C:18]([C:20]2[CH:25]=[CH:24][CH:23]=[C:22]([C:26]([NH:28][CH2:29][C:30]3[C:31]([NH:43][CH:44]4[CH2:49][CH2:48][O:47][CH2:46][CH2:45]4)=[C:32]4[CH:40]=[N:39][N:38]([CH2:41][CH3:42])[C:33]4=[N:34][C:35]=3[CH2:36][CH3:37])=[O:27])[CH:21]=2)=[O:19])=[CH:4][CH:3]=1.[CH3:50][N:51]1[CH2:57][CH2:56][CH2:55][NH:54][CH2:53][CH2:52]1.C(O)(=O)C.C(O[BH-](OC(=O)C)OC(=O)C)(=O)C.[Na+]. Product: [Cl:1][C:2]1[C:7]([C:8]2[CH:13]=[CH:12][CH:11]=[C:10]([CH2:14][N:54]3[CH2:55][CH2:56][CH2:57][N:51]([CH3:50])[CH2:52][CH2:53]3)[CH:9]=2)=[CH:6][C:5]([CH2:16][NH:17][C:18]([C:20]2[CH:25]=[CH:24][CH:23]=[C:22]([C:26]([NH:28][CH2:29][C:30]3[C:31]([NH:43][CH:44]4[CH2:49][CH2:48][O:47][CH2:46][CH2:45]4)=[C:32]4[CH:40]=[N:39][N:38]([CH2:41][CH3:42])[C:33]4=[N:34][C:35]=3[CH2:36][CH3:37])=[O:27])[CH:21]=2)=[O:19])=[CH:4][CH:3]=1. The catalyst class is: 26. (4) Reactant: [OH:1][C:2]1[CH:7]=[CH:6][C:5]([C:8]2[CH:12]=[C:11]([C:13]([NH2:15])=[O:14])[O:10][N:9]=2)=[CH:4][CH:3]=1.C([O-])([O-])=O.[K+].[K+].[Cl:22][C:23]1[CH:30]=[CH:29][CH:28]=[C:27]([Cl:31])[C:24]=1[CH2:25]Br. Product: [Cl:22][C:23]1[CH:30]=[CH:29][CH:28]=[C:27]([Cl:31])[C:24]=1[CH2:25][O:1][C:2]1[CH:3]=[CH:4][C:5]([C:8]2[CH:12]=[C:11]([C:13]([NH2:15])=[O:14])[O:10][N:9]=2)=[CH:6][CH:7]=1. The catalyst class is: 639.